From a dataset of NCI-60 drug combinations with 297,098 pairs across 59 cell lines. Regression. Given two drug SMILES strings and cell line genomic features, predict the synergy score measuring deviation from expected non-interaction effect. (1) Drug 1: CCC1(CC2CC(C3=C(CCN(C2)C1)C4=CC=CC=C4N3)(C5=C(C=C6C(=C5)C78CCN9C7C(C=CC9)(C(C(C8N6C=O)(C(=O)OC)O)OC(=O)C)CC)OC)C(=O)OC)O.OS(=O)(=O)O. Drug 2: CN(CCCl)CCCl.Cl. Cell line: SK-OV-3. Synergy scores: CSS=6.26, Synergy_ZIP=-4.18, Synergy_Bliss=-3.35, Synergy_Loewe=-2.09, Synergy_HSA=-1.49. (2) Drug 1: CCC1(CC2CC(C3=C(CCN(C2)C1)C4=CC=CC=C4N3)(C5=C(C=C6C(=C5)C78CCN9C7C(C=CC9)(C(C(C8N6C=O)(C(=O)OC)O)OC(=O)C)CC)OC)C(=O)OC)O.OS(=O)(=O)O. Drug 2: CC1=C(N=C(N=C1N)C(CC(=O)N)NCC(C(=O)N)N)C(=O)NC(C(C2=CN=CN2)OC3C(C(C(C(O3)CO)O)O)OC4C(C(C(C(O4)CO)O)OC(=O)N)O)C(=O)NC(C)C(C(C)C(=O)NC(C(C)O)C(=O)NCCC5=NC(=CS5)C6=NC(=CS6)C(=O)NCCC[S+](C)C)O. Cell line: MDA-MB-435. Synergy scores: CSS=2.97, Synergy_ZIP=-2.34, Synergy_Bliss=-3.37, Synergy_Loewe=-0.0760, Synergy_HSA=-1.31. (3) Drug 1: C1=NC2=C(N=C(N=C2N1C3C(C(C(O3)CO)O)O)F)N. Drug 2: C1CN1C2=NC(=NC(=N2)N3CC3)N4CC4. Cell line: NCI-H322M. Synergy scores: CSS=3.26, Synergy_ZIP=0.539, Synergy_Bliss=2.36, Synergy_Loewe=-0.957, Synergy_HSA=-0.0401. (4) Drug 1: COC1=C2C(=CC3=C1OC=C3)C=CC(=O)O2. Drug 2: CCC1(C2=C(COC1=O)C(=O)N3CC4=CC5=C(C=CC(=C5CN(C)C)O)N=C4C3=C2)O.Cl. Cell line: UACC62. Synergy scores: CSS=-2.16, Synergy_ZIP=-20.3, Synergy_Bliss=-49.7, Synergy_Loewe=-92.9, Synergy_HSA=-47.1.